From a dataset of Catalyst prediction with 721,799 reactions and 888 catalyst types from USPTO. Predict which catalyst facilitates the given reaction. (1) Reactant: Cl.C(OC([N:9]1[CH2:18][CH2:17][C:16]2[C:11](=[CH:12][C:13]([O:19][CH3:20])=[CH:14][CH:15]=2)[CH2:10]1)=O)(C)(C)C. Product: [CH3:20][O:19][C:13]1[CH:12]=[C:11]2[C:16]([CH2:17][CH2:18][NH:9][CH2:10]2)=[CH:15][CH:14]=1. The catalyst class is: 27. (2) Reactant: [CH:1]1[C:9]2[C:8]3[CH:10]=[CH:11][CH:12]=[CH:13][C:7]=3[O:6][C:5]=2[C:4](B(O)O)=[CH:3][CH:2]=1.[Br:17][C:18]1[CH:23]=[CH:22][CH:21]=[C:20](I)[CH:19]=1. Product: [Br:17][C:18]1[CH:19]=[C:20]([C:4]2[C:5]3[O:6][C:7]4[CH:13]=[CH:12][CH:11]=[CH:10][C:8]=4[C:9]=3[CH:1]=[CH:2][CH:3]=2)[CH:21]=[CH:22][CH:23]=1. The catalyst class is: 335. (3) Reactant: [Br:1][CH2:2][CH2:3][N:4]([CH2:20][CH3:21])[C:5]1[CH:10]=[CH:9][C:8]([N:11]=[N:12][C:13]2[S:14][C:15]([CH3:19])=[C:16]([CH3:18])[N:17]=2)=[CH:7][CH:6]=1.[CH3:22][N:23]1[CH:27]=[CH:26][N:25]=[CH:24]1. Product: [Br-:1].[CH3:18][C:16]1[N:17]=[C:13]([N:12]=[N:11][C:8]2[CH:9]=[CH:10][C:5]([N:4]([CH2:20][CH3:21])[CH2:3][CH2:2][N:25]3[CH:26]=[CH:27][N+:23]([CH3:22])=[CH:24]3)=[CH:6][CH:7]=2)[S:14][C:15]=1[CH3:19]. The catalyst class is: 10. (4) Reactant: [H-].[Na+].[NH:3]1[C:11]2[C:6](=[CH:7][C:8]([C:12]([O:14][CH2:15][C:16]3[CH:21]=[CH:20][CH:19]=[CH:18][CH:17]=3)=[O:13])=[CH:9][CH:10]=2)[CH:5]=[CH:4]1.[C:22](Cl)(=[O:29])[C:23]1[CH:28]=[CH:27][CH:26]=[CH:25][CH:24]=1. Product: [C:22]([N:3]1[C:11]2[C:6](=[CH:7][C:8]([C:12]([O:14][CH2:15][C:16]3[CH:17]=[CH:18][CH:19]=[CH:20][CH:21]=3)=[O:13])=[CH:9][CH:10]=2)[CH:5]=[CH:4]1)(=[O:29])[C:23]1[CH:28]=[CH:27][CH:26]=[CH:25][CH:24]=1. The catalyst class is: 204. (5) Reactant: [Cl:1][C:2]1[CH:3]=[CH:4][N:5]2[C:10]=1[C:9](=[O:11])[NH:8][C:7]([C@@H:12]1[CH2:16][CH2:15][CH2:14][N:13]1[C:17]1[C:18]3[C:25]([C:26]#[N:27])=[CH:24][N:23]([CH2:28][O:29][CH2:30][CH2:31][Si:32]([CH3:35])([CH3:34])[CH3:33])[C:19]=3[N:20]=[CH:21][N:22]=1)=[N:6]2.CCN(C(C)C)C(C)C.[N+:45]1([O-])[CH:50]=[CH:49][CH:48]=[CH:47][CH:46]=1.C1CN([P+](Br)(N2CCCC2)N2CCCC2)CC1.F[P-](F)(F)(F)(F)F. Product: [Cl:1][C:2]1[CH:3]=[CH:4][N:5]2[C:10]=1[C:9](=[O:11])[N:8]([C:46]1[CH:47]=[CH:48][CH:49]=[CH:50][N:45]=1)[C:7]([C@@H:12]1[CH2:16][CH2:15][CH2:14][N:13]1[C:17]1[C:18]3[C:25]([C:26]#[N:27])=[CH:24][N:23]([CH2:28][O:29][CH2:30][CH2:31][Si:32]([CH3:35])([CH3:34])[CH3:33])[C:19]=3[N:20]=[CH:21][N:22]=1)=[N:6]2. The catalyst class is: 2. (6) Reactant: [CH3:1][O:2][C:3]1[CH:8]=[CH:7][C:6]([C:9]2[CH:13]=[CH:12][NH:11][N:10]=2)=[CH:5][C:4]=1[CH3:14].[CH3:15]N(C)C=O.[H-].[Na+].CI. Product: [CH3:1][O:2][C:3]1[CH:8]=[CH:7][C:6]([C:9]2[CH:13]=[CH:12][N:11]([CH3:15])[N:10]=2)=[CH:5][C:4]=1[CH3:14].[CH3:1][O:2][C:3]1[CH:8]=[CH:7][C:6]([C:9]2[N:10]([CH3:15])[N:11]=[CH:12][CH:13]=2)=[CH:5][C:4]=1[CH3:14]. The catalyst class is: 6. (7) Reactant: C([O:4][C@@H:5]1[C@@H:10]([O:11]C(=O)C)[C@H:9]([O:15]C(=O)C)[C@@H:8]([CH2:19][O:20]C(=O)C)[O:7][C@H:6]1[O:24][C:25]1[CH:26]=[N:27][CH:28]=[CH:29][C:30]=1[CH2:31][C:32]1[CH:37]=[CH:36][C:35]([CH2:38][CH2:39][O:40]C(=O)C2C=CC=CC=2)=[CH:34][CH:33]=1)(=O)C.C[O-].[Na+]. Product: [C@@H:6]1([O:24][C:25]2[CH:26]=[N:27][CH:28]=[CH:29][C:30]=2[CH2:31][C:32]2[CH:33]=[CH:34][C:35]([CH2:38][CH2:39][OH:40])=[CH:36][CH:37]=2)[O:7][C@H:8]([CH2:19][OH:20])[C@@H:9]([OH:15])[C@H:10]([OH:11])[C@H:5]1[OH:4]. The catalyst class is: 5. (8) Product: [F:1][C:2]1[CH:7]=[C:6]([I:8])[CH:5]=[CH:4][C:3]=1[NH:9][C:10]1[N:11]([CH3:27])[C:12](=[O:26])[C:13]([CH3:25])=[CH:14][C:15]=1[C:16]([NH:18][O:19][CH2:20][CH2:21][OH:22])=[O:17]. The catalyst class is: 5. Reactant: [F:1][C:2]1[CH:7]=[C:6]([I:8])[CH:5]=[CH:4][C:3]=1[NH:9][C:10]1[N:11]([CH3:27])[C:12](=[O:26])[C:13]([CH3:25])=[CH:14][C:15]=1[C:16]([NH:18][O:19][CH2:20][CH2:21][O:22]C=C)=[O:17].